Dataset: NCI-60 drug combinations with 297,098 pairs across 59 cell lines. Task: Regression. Given two drug SMILES strings and cell line genomic features, predict the synergy score measuring deviation from expected non-interaction effect. (1) Drug 1: CC1C(C(CC(O1)OC2CC(OC(C2O)C)OC3=CC4=CC5=C(C(=O)C(C(C5)C(C(=O)C(C(C)O)O)OC)OC6CC(C(C(O6)C)O)OC7CC(C(C(O7)C)O)OC8CC(C(C(O8)C)O)(C)O)C(=C4C(=C3C)O)O)O)O. Drug 2: C#CCC(CC1=CN=C2C(=N1)C(=NC(=N2)N)N)C3=CC=C(C=C3)C(=O)NC(CCC(=O)O)C(=O)O. Cell line: MOLT-4. Synergy scores: CSS=59.6, Synergy_ZIP=0.150, Synergy_Bliss=1.19, Synergy_Loewe=0.0976, Synergy_HSA=-1.38. (2) Drug 1: C1=CN(C=N1)CC(O)(P(=O)(O)O)P(=O)(O)O. Drug 2: C1CNP(=O)(OC1)N(CCCl)CCCl. Cell line: SK-OV-3. Synergy scores: CSS=3.53, Synergy_ZIP=-0.364, Synergy_Bliss=0.165, Synergy_Loewe=1.70, Synergy_HSA=0.297. (3) Drug 1: CCCS(=O)(=O)NC1=C(C(=C(C=C1)F)C(=O)C2=CNC3=C2C=C(C=N3)C4=CC=C(C=C4)Cl)F. Drug 2: CS(=O)(=O)C1=CC(=C(C=C1)C(=O)NC2=CC(=C(C=C2)Cl)C3=CC=CC=N3)Cl. Cell line: NCI-H226. Synergy scores: CSS=6.80, Synergy_ZIP=-2.67, Synergy_Bliss=-1.17, Synergy_Loewe=-3.16, Synergy_HSA=-3.18.